Predict the reactants needed to synthesize the given product. From a dataset of Full USPTO retrosynthesis dataset with 1.9M reactions from patents (1976-2016). Given the product [CH2:16]([N:15]([CH2:18][C:19]1[CH:20]=[C:21]([C:25]2[CH:30]=[CH:29][N:28]=[C:27]([NH:32][CH2:33][CH2:34][C:35]3[CH:40]=[CH:39][C:38]([OH:41])=[CH:37][CH:36]=3)[N:26]=2)[CH:22]=[CH:23][CH:24]=1)[CH2:14][C@H:10]1[CH2:11][CH2:12][CH2:13][NH:8][CH2:9]1)[CH3:17], predict the reactants needed to synthesize it. The reactants are: C(OC([N:8]1[CH2:13][CH2:12][CH2:11][CH:10]([CH2:14][N:15]([CH2:18][C:19]2[CH:24]=[CH:23][CH:22]=[C:21]([C:25]3[CH:30]=[CH:29][N:28]=[C:27](Cl)[N:26]=3)[CH:20]=2)[CH2:16][CH3:17])[CH2:9]1)=O)(C)(C)C.[NH2:32][CH2:33][CH2:34][C:35]1[CH:40]=[CH:39][C:38]([OH:41])=[CH:37][CH:36]=1.